This data is from Catalyst prediction with 721,799 reactions and 888 catalyst types from USPTO. The task is: Predict which catalyst facilitates the given reaction. (1) Reactant: [Cl-:1].[Ce+3].[Cl-].[Cl-].[I-].[Na+].Br[CH2:8][C:9]([C:11]1[CH:16]=[CH:15][CH:14]=[CH:13][CH:12]=1)=[O:10].[CH3:17][O:18][C:19]1[CH:24]=[CH:23][CH:22]=[CH:21][C:20]=1[N:25]1[CH2:30][CH2:29][C:28](=[O:31])[CH2:27][CH2:26]1. Product: [ClH:1].[CH3:17][O:18][C:19]1[CH:24]=[CH:23][CH:22]=[CH:21][C:20]=1[N:25]1[CH2:30][CH2:29][C:28]([CH2:8][C:9](=[O:10])[C:11]2[CH:16]=[CH:15][CH:14]=[CH:13][CH:12]=2)([OH:31])[CH2:27][CH2:26]1. The catalyst class is: 7. (2) Reactant: [C:1]([NH:4][C:5]1[S:6][C:7](/[CH:19]=[CH:20]/[C:21]([O:23][CH2:24][CH3:25])=[O:22])=[C:8]([CH2:10][CH2:11][C:12]2[CH:17]=[CH:16][C:15]([NH2:18])=[CH:14][CH:13]=2)[N:9]=1)(=[O:3])[CH3:2].[C:26]([O:30][C:31]([NH:33][C:34](N1C=CC=N1)=[N:35][C:36]([O:38][C:39]([CH3:42])([CH3:41])[CH3:40])=[O:37])=[O:32])([CH3:29])([CH3:28])[CH3:27]. Product: [C:1]([NH:4][C:5]1[S:6][C:7](/[CH:19]=[CH:20]/[C:21]([O:23][CH2:24][CH3:25])=[O:22])=[C:8]([CH2:10][CH2:11][C:12]2[CH:17]=[CH:16][C:15]([NH:18]/[C:34](/[NH:33][C:31]([O:30][C:26]([CH3:29])([CH3:28])[CH3:27])=[O:32])=[N:35]/[C:36]([O:38][C:39]([CH3:42])([CH3:41])[CH3:40])=[O:37])=[CH:14][CH:13]=2)[N:9]=1)(=[O:3])[CH3:2]. The catalyst class is: 1. (3) Product: [C:1]([NH:9][C:10]([NH:12][C:13]1[CH:14]=[C:15]([CH:19]=[C:20]([O:22][CH3:23])[CH:21]=1)[C:16]([OH:18])=[O:17])=[S:11])(=[O:8])[C:2]1[CH:7]=[CH:6][CH:5]=[CH:4][CH:3]=1. Reactant: [C:1]([N:9]=[C:10]=[S:11])(=[O:8])[C:2]1[CH:7]=[CH:6][CH:5]=[CH:4][CH:3]=1.[NH2:12][C:13]1[CH:14]=[C:15]([CH:19]=[C:20]([O:22][CH3:23])[CH:21]=1)[C:16]([OH:18])=[O:17]. The catalyst class is: 21. (4) Reactant: [Cl:1][C:2]1[CH:23]=[CH:22][CH:21]=[C:20]([C:24]([F:27])([F:26])[F:25])[C:3]=1[C:4]([N:6]1[C:14]2[C:9](=[CH:10][CH:11]=[C:12]([C:15]([O:17][CH3:18])=[O:16])[CH:13]=2)[C:8](I)=[N:7]1)=[O:5].CC1(C)C(C)(C)OB([C:36]2[CH2:41][CH2:40][CH:39]([C:42]([O:44][C:45]([CH3:48])([CH3:47])[CH3:46])=[O:43])[CH2:38][CH:37]=2)O1.C1COCC1.C([O-])([O-])=O.[Na+].[Na+]. Product: [C:45]([O:44][C:42]([CH:39]1[CH2:40][CH2:41][C:36]([C:8]2[C:9]3[C:14](=[CH:13][C:12]([C:15]([O:17][CH3:18])=[O:16])=[CH:11][CH:10]=3)[N:6]([C:4](=[O:5])[C:3]3[C:20]([C:24]([F:27])([F:26])[F:25])=[CH:21][CH:22]=[CH:23][C:2]=3[Cl:1])[N:7]=2)=[CH:37][CH2:38]1)=[O:43])([CH3:48])([CH3:46])[CH3:47]. The catalyst class is: 6. (5) Reactant: Cl[CH2:2][CH2:3][O:4][C:5]1[CH:10]=[CH:9][C:8]([CH2:11][C:12]2[CH:17]=[CH:16][C:15]([C:18]3[O:19][CH:20]=[CH:21][N:22]=3)=[CH:14][CH:13]=2)=[CH:7][CH:6]=1.[I-:23].[Na+]. Product: [I:23][CH2:2][CH2:3][O:4][C:5]1[CH:10]=[CH:9][C:8]([CH2:11][C:12]2[CH:17]=[CH:16][C:15]([C:18]3[O:19][CH:20]=[CH:21][N:22]=3)=[CH:14][CH:13]=2)=[CH:7][CH:6]=1. The catalyst class is: 131.